Task: Predict the product of the given reaction.. Dataset: Forward reaction prediction with 1.9M reactions from USPTO patents (1976-2016) Given the reactants [C:1]([C:5]1[CH:10]=[CH:9][C:8]([NH:11][C:12]([NH:14][C@H:15]([CH2:19][CH3:20])[CH2:16][CH:17]=O)=[O:13])=[CH:7][CH:6]=1)([CH3:4])([CH3:3])[CH3:2].[CH3:21][C:22]1([CH3:43])[O:26][C@@H:25]2[C@@H:27]([CH2:40][NH:41][CH3:42])[O:28][C@@H:29]([N:30]3[CH:38]=[N:37][C:36]4[C:31]3=[N:32][CH:33]=[N:34][C:35]=4[NH2:39])[C@@H:24]2[O:23]1.[BH-](OC(C)=O)(OC(C)=O)OC(C)=O.[Na+], predict the reaction product. The product is: [NH2:39][C:35]1[N:34]=[CH:33][N:32]=[C:31]2[C:36]=1[N:37]=[CH:38][N:30]2[C@H:29]1[C@@H:24]2[O:23][C:22]([CH3:21])([CH3:43])[O:26][C@@H:25]2[C@@H:27]([CH2:40][N:41]([CH3:42])[CH2:17][CH2:16][C@H:15]([NH:14][C:12]([NH:11][C:8]2[CH:9]=[CH:10][C:5]([C:1]([CH3:4])([CH3:3])[CH3:2])=[CH:6][CH:7]=2)=[O:13])[CH2:19][CH3:20])[O:28]1.